This data is from Catalyst prediction with 721,799 reactions and 888 catalyst types from USPTO. The task is: Predict which catalyst facilitates the given reaction. Reactant: [NH2:1][C:2]1[CH:3]=[C:4]2[C:9](=[CH:10][CH:11]=1)[CH2:8][NH:7][CH2:6][CH2:5]2.[OH-].[Na+].[C:14](O[C:14]([O:16][C:17]([CH3:20])([CH3:19])[CH3:18])=[O:15])([O:16][C:17]([CH3:20])([CH3:19])[CH3:18])=[O:15]. Product: [NH2:1][C:2]1[CH:3]=[C:4]2[C:9](=[CH:10][CH:11]=1)[CH2:8][N:7]([C:14]([O:16][C:17]([CH3:20])([CH3:19])[CH3:18])=[O:15])[CH2:6][CH2:5]2. The catalyst class is: 12.